From a dataset of Full USPTO retrosynthesis dataset with 1.9M reactions from patents (1976-2016). Predict the reactants needed to synthesize the given product. Given the product [N:10]1([C:14]([C:16]2[CH:36]=[CH:35][C:19]([O:20][C:21]3[CH:22]=[C:23]([CH:27]=[C:28]([O:30][C@@H:31]([CH3:34])[CH2:32][OH:33])[CH:29]=3)[C:24]([NH:68][C:65]3[CH:66]=[CH:67][N:63]([CH3:62])[N:64]=3)=[O:25])=[C:18]([F:37])[CH:17]=2)=[O:15])[CH2:11][CH2:12][CH2:13]1, predict the reactants needed to synthesize it. The reactants are: CCN(C(C)C)C(C)C.[N:10]1([C:14]([C:16]2[CH:36]=[CH:35][C:19]([O:20][C:21]3[CH:22]=[C:23]([CH:27]=[C:28]([O:30][C@@H:31]([CH3:34])[CH2:32][OH:33])[CH:29]=3)[C:24](O)=[O:25])=[C:18]([F:37])[CH:17]=2)=[O:15])[CH2:13][CH2:12][CH2:11]1.CN(C(ON1N=NC2C=CC=NC1=2)=[N+](C)C)C.F[P-](F)(F)(F)(F)F.[CH3:62][N:63]1[CH:67]=[CH:66][C:65]([NH2:68])=[N:64]1.